This data is from Reaction yield outcomes from USPTO patents with 853,638 reactions. The task is: Predict the reaction yield, written as a fraction of the theoretical maximum amount of product (1.0 means a 100% yield; for example, 0.34 means a 34% yield). (1) The reactants are C([Li])(C)(C)C.CCCCC.CN(C)CCN(C)C.Br[C:20]1[C:28]2[O:27][C:26]([CH3:30])([CH3:29])[CH2:25][C:24]=2[CH:23]=[C:22]([CH:31]=[C:32]([CH3:34])[CH3:33])[CH:21]=1.[CH2:35]([S:37]SCC)[CH3:36]. The catalyst is O1CCCC1.O. The product is [CH2:35]([S:37][C:20]1[C:28]2[O:27][C:26]([CH3:30])([CH3:29])[CH2:25][C:24]=2[CH:23]=[C:22]([CH:31]=[C:32]([CH3:34])[CH3:33])[CH:21]=1)[CH3:36]. The yield is 0.940. (2) The reactants are [CH:1]([Si:4]([CH:13]([CH3:15])[CH3:14])([CH:10]([CH3:12])[CH3:11])[C:5]1[S:6][CH:7]=[CH:8][CH:9]=1)([CH3:3])[CH3:2].C(NC(C)C)(C)C.[Li].[I:24]I. The catalyst is O1CCCC1.O. The product is [I:24][C:7]1[S:6][C:5]([Si:4]([CH:1]([CH3:3])[CH3:2])([CH:10]([CH3:12])[CH3:11])[CH:13]([CH3:15])[CH3:14])=[CH:9][CH:8]=1. The yield is 0.790. (3) The reactants are [CH3:1][C:2]1[CH:7]=[CH:6][N:5]2[C:8]([C:11]3[CH:12]=[C:13]([OH:17])[CH:14]=[CH:15][CH:16]=3)=[CH:9][N:10]=[C:4]2[CH:3]=1.[H-].[Na+].Br[C:21]1[CH:26]=[CH:25][CH:24]=[CH:23][N:22]=1.O. The yield is 0.240. The product is [CH3:1][C:2]1[CH:7]=[CH:6][N:5]2[C:8]([C:11]3[CH:16]=[CH:15][CH:14]=[C:13]([O:17][C:21]4[CH:26]=[CH:25][CH:24]=[CH:23][N:22]=4)[CH:12]=3)=[CH:9][N:10]=[C:4]2[CH:3]=1. The catalyst is CN(C)C=O. (4) The reactants are Br[C:2]1[CH:7]=[CH:6][CH:5]=[C:4]([CH2:8][F:9])[N:3]=1.[CH2:10]([N:14]1[N:18]=[C:17]2[CH:19]=[CH:20][CH:21]=[CH:22][C:16]2=[N:15]1)[CH2:11][C:12]#[CH:13]. No catalyst specified. The product is [F:9][CH2:8][C:4]1[N:3]=[C:2]([C:13]#[C:12][CH2:11][CH2:10][N:14]2[N:15]=[C:16]3[CH:22]=[CH:21][CH:20]=[CH:19][C:17]3=[N:18]2)[CH:7]=[CH:6][CH:5]=1. The yield is 0.370. (5) The reactants are Br[C:2]1[CH:3]=[C:4]([S:16]([NH:19][CH:20]2[CH2:28][CH2:27][CH2:26][C:25]3[N:24]([CH2:29][C:30]([OH:32])=[O:31])[N:23]=[CH:22][C:21]2=3)(=[O:18])=[O:17])[CH:5]=[N:6][C:7]=1[O:8][C:9]1[CH:14]=[CH:13][C:12]([F:15])=[CH:11][CH:10]=1. The catalyst is CO.[Pd]. The product is [F:15][C:12]1[CH:13]=[CH:14][C:9]([O:8][C:7]2[N:6]=[CH:5][C:4]([S:16]([NH:19][CH:20]3[CH2:28][CH2:27][CH2:26][C:25]4[N:24]([CH2:29][C:30]([OH:32])=[O:31])[N:23]=[CH:22][C:21]3=4)(=[O:18])=[O:17])=[CH:3][CH:2]=2)=[CH:10][CH:11]=1. The yield is 0.300. (6) The reactants are [CH3:1][C:2]1[C:6]2[CH:7]=[C:8]3[C:13]4([C:21]5[C:16](=[CH:17][CH:18]=[CH:19][CH:20]=5)[N:15]([CH2:22][C:23]5[O:24][CH:25]=[C:26]([C:28]([OH:30])=O)[N:27]=5)[C:14]4=[O:31])[CH2:12][O:11][C:9]3=[CH:10][C:5]=2[O:4][N:3]=1.Cl.[CH3:33][NH:34][CH3:35].O.ON1C2C=CC=CC=2N=N1.Cl.C(N=C=NCCCN(C)C)C.CN1CCOCC1. The catalyst is CN(C)C=O. The product is [CH3:33][N:34]([CH3:35])[C:28]([C:26]1[N:27]=[C:23]([CH2:22][N:15]2[C:16]3[C:21](=[CH:20][CH:19]=[CH:18][CH:17]=3)[C:13]3([C:8]4[C:9](=[CH:10][C:5]5[O:4][N:3]=[C:2]([CH3:1])[C:6]=5[CH:7]=4)[O:11][CH2:12]3)[C:14]2=[O:31])[O:24][CH:25]=1)=[O:30]. The yield is 0.680. (7) The reactants are F[C:2]1[CH:7]=[C:6]([F:8])[CH:5]=[CH:4][C:3]=1[N+:9]([O-:11])=[O:10].C(N(C(C)C)CC)(C)C.Cl.Cl.[CH2:23]([O:25][C@H:26]1[CH2:31][CH2:30][C@H:29]([N:32]2[CH2:37][CH2:36][CH:35]([NH2:38])[CH2:34][CH2:33]2)[CH2:28][CH2:27]1)[CH3:24]. The catalyst is CN(C=O)C. The product is [CH2:23]([O:25][C@H:26]1[CH2:27][CH2:28][C@H:29]([N:32]2[CH2:33][CH2:34][CH:35]([NH:38][C:2]3[CH:7]=[C:6]([F:8])[CH:5]=[CH:4][C:3]=3[N+:9]([O-:11])=[O:10])[CH2:36][CH2:37]2)[CH2:30][CH2:31]1)[CH3:24]. The yield is 0.550.